From a dataset of Catalyst prediction with 721,799 reactions and 888 catalyst types from USPTO. Predict which catalyst facilitates the given reaction. (1) Reactant: C(O)(=O)C.C(O)(=O)C.IC1C=CC=CC=1.COC1C=CC([NH:24][CH:25]([C:31]([CH3:35])([CH3:34])[CH:32]=[CH2:33])[C:26]([O:28][CH2:29][CH3:30])=[O:27])=CC=1.Cl.[C:45](O[C:45]([O:47][C:48]([CH3:51])([CH3:50])[CH3:49])=[O:46])([O:47][C:48]([CH3:51])([CH3:50])[CH3:49])=[O:46]. Product: [C:48]([O:47][C:45]([NH:24][CH:25]([C:31]([CH3:34])([CH3:35])[CH:32]=[CH2:33])[C:26]([O:28][CH2:29][CH3:30])=[O:27])=[O:46])([CH3:49])([CH3:50])[CH3:51]. The catalyst class is: 5. (2) Reactant: C(OC([NH:8][C@H:9]([C:20]([OH:22])=[O:21])[CH2:10]/[CH:11]=[C:12](/[CH2:16][CH2:17][CH2:18][F:19])\[C:13]([OH:15])=[O:14])=O)(C)(C)C.[F:23][C:24]([F:29])([F:28])[C:25]([OH:27])=[O:26]. Product: [NH2:8][C@H:9]([C:20]([OH:22])=[O:21])[CH2:10]/[CH:11]=[C:12](/[CH2:16][CH2:17][CH2:18][F:19])\[C:13]([OH:15])=[O:14].[F:23][C:24]([F:29])([F:28])[C:25]([O-:27])=[O:26]. The catalyst class is: 4. (3) Reactant: [H-].[Al+3].[Li+].[H-].[H-].[H-].[CH3:7][N:8]([CH3:26])[C:9]1([C:19]2[CH:24]=[CH:23][CH:22]=[C:21]([F:25])[CH:20]=2)[CH2:14][CH2:13][C:12]([CH3:18])([CH:15]=[N:16]O)[CH2:11][CH2:10]1. Product: [NH2:16][CH2:15][C:12]1([CH3:18])[CH2:11][CH2:10][C:9]([N:8]([CH3:26])[CH3:7])([C:19]2[CH:24]=[CH:23][CH:22]=[C:21]([F:25])[CH:20]=2)[CH2:14][CH2:13]1. The catalyst class is: 1. (4) Reactant: Cl[C:2]([O:4][CH2:5][C:6]1[CH:11]=[CH:10][CH:9]=[CH:8][CH:7]=1)=[O:3].[C:12]([O:16][C:17]([NH:19][C@:20]12[CH2:28][N:27]([C@@H](C3C=CC=CC=3)C)[CH2:26][C@@H:25]1[CH2:24][CH:23]=[CH:22][CH2:21]2)=[O:18])([CH3:15])([CH3:14])[CH3:13]. Product: [CH2:5]([O:4][C:2]([N:27]1[CH2:28][C@@:20]2([NH:19][C:17]([O:16][C:12]([CH3:15])([CH3:14])[CH3:13])=[O:18])[C@@H:25]([CH2:24][CH:23]=[CH:22][CH2:21]2)[CH2:26]1)=[O:3])[C:6]1[CH:11]=[CH:10][CH:9]=[CH:8][CH:7]=1. The catalyst class is: 4. (5) Reactant: [F:1][C:2]1[CH:7]=[CH:6][C:5]([CH:8]2[C:16]3[C:11](=[CH:12][CH:13]=[CH:14][CH:15]=3)[CH:10]([C:17]3[CH:22]=[CH:21][C:20]4[O:23][CH2:24][O:25][C:19]=4[CH:18]=3)[CH:9]2[C:26]([O-:28])=[O:27])=[CH:4][CH:3]=1.FC1C=CC(C2C3C(=CC=CC=3)C(C3C=CC4OCOC=4C=3)=C2C(OCC)=O)=CC=1. Product: [F:1][C:2]1[CH:7]=[CH:6][C:5]([CH:8]2[C:16]3[C:11](=[CH:12][CH:13]=[CH:14][CH:15]=3)[CH:10]([C:17]3[CH:22]=[CH:21][C:20]4[O:23][CH2:24][O:25][C:19]=4[CH:18]=3)[CH:9]2[C:26]([OH:28])=[O:27])=[CH:4][CH:3]=1. The catalyst class is: 50. (6) Reactant: [CH2:1]([C:8]1[CH:9]=[C:10](/[CH:13]=[CH:14]/[C:15]([O:17][CH2:18][CH3:19])=[O:16])[NH:11][CH:12]=1)[CH2:2][CH2:3][CH2:4][CH2:5][CH2:6][CH3:7].[H][H]. Product: [CH2:1]([C:8]1[CH:9]=[C:10]([CH2:13][CH2:14][C:15]([O:17][CH2:18][CH3:19])=[O:16])[NH:11][CH:12]=1)[CH2:2][CH2:3][CH2:4][CH2:5][CH2:6][CH3:7]. The catalyst class is: 29.